This data is from Forward reaction prediction with 1.9M reactions from USPTO patents (1976-2016). The task is: Predict the product of the given reaction. Given the reactants C(O[C:6](=O)[NH:7][CH2:8][CH2:9][NH:10][C:11]1[N:16]=[CH:15][CH:14]=[CH:13][N:12]=1)(C)(C)C.[C:18]([N:25]1[CH2:28]C(=O)[CH2:26]1)([O:20][C:21]([CH3:24])([CH3:23])[CH3:22])=[O:19].[BH-](OC(C)=O)(OC(C)=O)OC(C)=O.[Na+], predict the reaction product. The product is: [C:21]([O:20][C:18]([N:25]1[CH2:28][CH:6]([NH:7][CH2:8][CH2:9][NH:10][C:11]2[N:12]=[CH:13][CH:14]=[CH:15][N:16]=2)[CH2:26]1)=[O:19])([CH3:24])([CH3:23])[CH3:22].